From a dataset of Reaction yield outcomes from USPTO patents with 853,638 reactions. Predict the reaction yield, written as a fraction of the theoretical maximum amount of product (1.0 means a 100% yield; for example, 0.34 means a 34% yield). (1) The reactants are NC1C=C(C(C2C=CC(OC)=C(OC)C=2)=CC#N)C=CC=1OC.[CH3:24][O:25][C:26]1[CH:27]=[CH:28][C:29]([N+:48]([O-])=O)=[C:30]([C:32]([C:36]2[CH:41]=[C:40]([O:42][CH3:43])[C:39]([O:44][CH3:45])=[C:38]([O:46][CH3:47])[CH:37]=2)=[CH:33][C:34]#[N:35])[CH:31]=1. The catalyst is [Pd]. The product is [NH2:48][C:29]1[CH:28]=[CH:27][C:26]([O:25][CH3:24])=[CH:31][C:30]=1[C:32]([C:36]1[CH:37]=[C:38]([O:46][CH3:47])[C:39]([O:44][CH3:45])=[C:40]([O:42][CH3:43])[CH:41]=1)=[CH:33][C:34]#[N:35]. The yield is 0.250. (2) The reactants are Br[C:2]1[CH:6]=[CH:5][S:4][CH:3]=1.O=[C:8]1[CH2:12][CH2:11][CH2:10][N:9]1[C:13]([O:15][C:16]([CH3:19])([CH3:18])[CH3:17])=[O:14].CC[O:22]CC. No catalyst specified. The product is [OH:22][C:12]1([C:2]2[CH:6]=[CH:5][S:4][CH:3]=2)[CH2:11][CH2:10][N:9]([C:13]([O:15][C:16]([CH3:19])([CH3:18])[CH3:17])=[O:14])[CH2:8]1. The yield is 0.590. (3) The reactants are [NH2:1][CH:2]1[CH2:5][CH:4]([C:6]2[CH:11]=[CH:10][C:9]([C:12]3[N:13]=[C:14]([C@@H:17]4[CH2:21][CH2:20][CH2:19][N:18]4[C:22]([O:24][C:25]([CH3:28])([CH3:27])[CH3:26])=[O:23])[NH:15][CH:16]=3)=[CH:8][CH:7]=2)[CH2:3]1.[N:29]1([C:37]([O:39][C:40]([CH3:43])([CH3:42])[CH3:41])=[O:38])[CH2:36][CH2:35][CH2:34][C@H:30]1[C:31](O)=[O:32].CC(C)N=C=NC(C)C. The catalyst is ClCCl. The product is [C:25]([O:24][C:22]([N:18]1[CH2:19][CH2:20][CH2:21][C@H:17]1[C:14]1[NH:15][CH:16]=[C:12]([C:9]2[CH:10]=[CH:11][C:6]([CH:4]3[CH2:3][CH:2]([NH:1][C:31]([C@@H:30]4[CH2:34][CH2:35][CH2:36][N:29]4[C:37]([O:39][C:40]([CH3:43])([CH3:42])[CH3:41])=[O:38])=[O:32])[CH2:5]3)=[CH:7][CH:8]=2)[N:13]=1)=[O:23])([CH3:28])([CH3:27])[CH3:26]. The yield is 0.590. (4) The reactants are [Cl:1][C:2]1[CH:3]=[C:4]([CH:8]=[CH:9][C:10]2[C:18]([O:19][CH3:20])=[CH:17][CH:16]=[CH:15][C:11]=2[C:12]([OH:14])=[O:13])[CH:5]=[CH:6][CH:7]=1.[H][H]. The catalyst is [Pd].[O-]S([O-])(=O)=O.[Ba+2].CO. The product is [Cl:1][C:2]1[CH:3]=[C:4]([CH2:8][CH2:9][C:10]2[C:18]([O:19][CH3:20])=[CH:17][CH:16]=[CH:15][C:11]=2[C:12]([OH:14])=[O:13])[CH:5]=[CH:6][CH:7]=1. The yield is 0.870.